Dataset: Forward reaction prediction with 1.9M reactions from USPTO patents (1976-2016). Task: Predict the product of the given reaction. (1) Given the reactants [F:1][C:2]1[CH:3]=[C:4]([C:9]2[C:10](=[O:23])[N:11]([CH3:22])[C:12]([NH:15][C:16]3[CH:21]=[CH:20][CH:19]=[CH:18][CH:17]=3)=[N:13][CH:14]=2)[CH:5]=[CH:6][C:7]=1[OH:8].Cl[C:25]1[CH:30]=[CH:29][N:28]=[C:27]2[CH:31]=[C:32]([I:34])[S:33][C:26]=12, predict the reaction product. The product is: [F:1][C:2]1[CH:3]=[C:4]([C:9]2[C:10](=[O:23])[N:11]([CH3:22])[C:12]([NH:15][C:16]3[CH:21]=[CH:20][CH:19]=[CH:18][CH:17]=3)=[N:13][CH:14]=2)[CH:5]=[CH:6][C:7]=1[O:8][C:25]1[CH:30]=[CH:29][N:28]=[C:27]2[CH:31]=[C:32]([I:34])[S:33][C:26]=12. (2) The product is: [CH3:5][O:6][C:11]1[N:16]=[C:15]([C:17]2[CH:22]=[CH:21][N:20]=[CH:19][CH:18]=2)[N:14]=[C:13]([NH:23][S:24](=[O:36])(=[O:35])[NH:25][C:26]2[CH:31]=[CH:30][C:29]([CH:32]([CH3:34])[CH3:33])=[CH:28][CH:27]=2)[C:12]=1[O:37][C:38]1[CH:43]=[CH:42][CH:41]=[CH:40][C:39]=1[O:44][CH3:45]. Given the reactants CO.C1C[O:6][CH2:5]C1.[H-].[Na+].Cl[C:11]1[N:16]=[C:15]([C:17]2[CH:22]=[CH:21][N:20]=[CH:19][CH:18]=2)[N:14]=[C:13]([NH:23][S:24](=[O:36])(=[O:35])[NH:25][C:26]2[CH:31]=[CH:30][C:29]([CH:32]([CH3:34])[CH3:33])=[CH:28][CH:27]=2)[C:12]=1[O:37][C:38]1[CH:43]=[CH:42][CH:41]=[CH:40][C:39]=1[O:44][CH3:45], predict the reaction product. (3) Given the reactants [H-].[Al+3].[Li+].[H-].[H-].[H-].C[O:8][C:9](=O)[C:10]1[CH:15]=[C:14]([C:16]([F:19])([F:18])[F:17])[CH:13]=[C:12]([N+:20]([O-:22])=[O:21])[CH:11]=1, predict the reaction product. The product is: [F:17][C:16]([F:18])([F:19])[C:14]1[CH:13]=[C:12]([N+:20]([O-:22])=[O:21])[CH:11]=[C:10]([CH:15]=1)[CH2:9][OH:8]. (4) Given the reactants [Cl:1][C:2]1[CH:7]=[CH:6][CH:5]=[CH:4][C:3]=1[C@@H:8]([O:10][C:11](=[O:26])[NH:12][C:13]1[C:14]([CH3:25])=[N:15][O:16][C:17]=1[C:18]1[CH:23]=[CH:22][C:21](Br)=[CH:20][CH:19]=1)[CH3:9].[CH2:27]([O:29][C:30](=[O:47])[CH2:31][C:32]1[CH:37]=[CH:36][C:35](B2OC(C)(C)C(C)(C)O2)=[CH:34][CH:33]=1)[CH3:28], predict the reaction product. The product is: [CH2:27]([O:29][C:30](=[O:47])[CH2:31][C:32]1[CH:37]=[CH:36][C:35]([C:21]2[CH:22]=[CH:23][C:18]([C:17]3[O:16][N:15]=[C:14]([CH3:25])[C:13]=3[NH:12][C:11]([O:10][C@H:8]([C:3]3[CH:4]=[CH:5][CH:6]=[CH:7][C:2]=3[Cl:1])[CH3:9])=[O:26])=[CH:19][CH:20]=2)=[CH:34][CH:33]=1)[CH3:28].